This data is from Peptide-MHC class II binding affinity with 134,281 pairs from IEDB. The task is: Regression. Given a peptide amino acid sequence and an MHC pseudo amino acid sequence, predict their binding affinity value. This is MHC class II binding data. (1) The peptide sequence is QAHSLERVCHCLGKWLGHPD. The MHC is DRB5_0101 with pseudo-sequence DRB5_0101. The binding affinity (normalized) is 0.221. (2) The peptide sequence is RNFYFINRLTGYLRN. The MHC is DRB1_0101 with pseudo-sequence DRB1_0101. The binding affinity (normalized) is 0.951.